This data is from Full USPTO retrosynthesis dataset with 1.9M reactions from patents (1976-2016). The task is: Predict the reactants needed to synthesize the given product. (1) Given the product [C:1]([CH2:3][CH:4]([N:26]1[CH:30]=[C:29]([C:31]2[C:32]3[CH:39]=[CH:38][NH:37][C:33]=3[N:34]=[CH:35][N:36]=2)[CH:28]=[N:27]1)[CH2:5][N:6]1[CH2:11][CH2:10][N:9]([C:12]([C:14]2[CH:21]=[CH:20][C:17]([C:18]#[N:19])=[CH:16][C:15]=2[F:22])=[O:13])[CH2:8][CH:7]1[CH:23]([F:24])[F:25])#[N:2], predict the reactants needed to synthesize it. The reactants are: [C:1]([CH2:3][CH:4]([N:26]1[CH:30]=[C:29]([C:31]2[C:32]3[CH:39]=[CH:38][N:37](COCC[Si](C)(C)C)[C:33]=3[N:34]=[CH:35][N:36]=2)[CH:28]=[N:27]1)[CH2:5][N:6]1[CH2:11][CH2:10][N:9]([C:12]([C:14]2[CH:21]=[CH:20][C:17]([C:18]#[N:19])=[CH:16][C:15]=2[F:22])=[O:13])[CH2:8][CH:7]1[CH:23]([F:25])[F:24])#[N:2].C(O)(C(F)(F)F)=O. (2) Given the product [OH:16][C:6]1[C:5]([OH:4])=[CH:10][C:9]([C:11]#[N:12])=[C:8]([C:25]2[CH:26]=[CH:27][C:22]([C:20]#[N:21])=[CH:23][CH:24]=2)[C:7]=1[C:14]#[N:15], predict the reactants needed to synthesize it. The reactants are: C([O:4][C:5]1[CH:10]=[C:9]([C:11]#[N:12])[C:8](Br)=[C:7]([C:14]#[N:15])[C:6]=1[O:16]C(=O)C)(=O)C.[C:20]([C:22]1[CH:27]=[CH:26][C:25](B(O)O)=[CH:24][CH:23]=1)#[N:21].